From a dataset of Forward reaction prediction with 1.9M reactions from USPTO patents (1976-2016). Predict the product of the given reaction. Given the reactants Br[C:2]1[C:10]2[NH:9][C:8]3[CH:11]4[CH2:17][CH2:16][N:14]([CH2:15][C:7]=3[C:6]=2[CH:5]=[CH:4][CH:3]=1)[CH2:13][CH2:12]4.[F:18][C:19]1[CH:20]=[C:21](/[CH:25]=[CH:26]/B(O)O)[CH:22]=[CH:23][CH:24]=1, predict the reaction product. The product is: [F:18][C:19]1[CH:20]=[C:21](/[CH:25]=[CH:26]/[C:2]2[C:10]3[NH:9][C:8]4[CH:11]5[CH2:17][CH2:16][N:14]([CH2:15][C:7]=4[C:6]=3[CH:5]=[CH:4][CH:3]=2)[CH2:13][CH2:12]5)[CH:22]=[CH:23][CH:24]=1.